From a dataset of Catalyst prediction with 721,799 reactions and 888 catalyst types from USPTO. Predict which catalyst facilitates the given reaction. (1) Reactant: [NH2:1][C:2]1[CH:11]=[C:10]2[C:5]([CH2:6][CH2:7][C:8](=[O:13])[N:9]2[CH3:12])=[CH:4][C:3]=1Br.[CH2:15](Cl)Cl.C([O-])([O-])=O.[K+].[K+].CB1OB(C)OB(C)O1. Product: [NH2:1][C:2]1[CH:11]=[C:10]2[C:5]([CH2:6][CH2:7][C:8](=[O:13])[N:9]2[CH3:12])=[CH:4][C:3]=1[CH3:15]. The catalyst class is: 6. (2) Reactant: [CH3:1][O:2][C:3]1[CH:8]=[CH:7][C:6]([CH:9]([NH2:12])[CH2:10][CH3:11])=[CH:5][CH:4]=1.Cl.COC1C=CC(C(N)CC)=CC=1.[CH:26]1[N:31]=[C:30](Cl)[C:29]2[N:33]=[CH:34][N:35]([C@@H:36]3[O:40][C@H:39]([CH2:41][OH:42])[C@@H:38]([OH:43])[C@H:37]3[OH:44])[C:28]=2[N:27]=1.C(N(CC)CC)C. Product: [CH3:1][O:2][C:3]1[CH:8]=[CH:7][C:6]([CH:9]([NH:12][C:30]2[C:29]3[N:33]=[CH:34][N:35]([C:28]=3[N:27]=[CH:26][N:31]=2)[C@@H:36]2[O:40][C@H:39]([CH2:41][OH:42])[C@@H:38]([OH:43])[C@H:37]2[OH:44])[CH2:10][CH3:11])=[CH:5][CH:4]=1. The catalyst class is: 259. (3) Reactant: F[C:2]1[CH:3]=[CH:4][C:5]([N+:9]([O-:11])=[O:10])=[C:6]([CH:8]=1)[NH2:7].[CH3:12][C@@H:13]1[NH:18][CH2:17][C@@H:16]([CH2:19][N:20]([CH3:22])[CH3:21])[O:15][CH2:14]1.C(N(CC)CC)C.CN1CCCC1=O. Product: [NH2:7][C:6]1[CH:8]=[C:2]([N:18]2[C@@H:13]([CH3:12])[CH2:14][O:15][C@H:16]([CH2:19][N:20]([CH3:21])[CH3:22])[CH2:17]2)[CH:3]=[CH:4][C:5]=1[N+:9]([O-:11])=[O:10]. The catalyst class is: 2. (4) Reactant: [H-].[Na+].[CH3:3][CH2:4][OH:5].Cl[C:7]1[C:16]2[C:11](=[C:12]([N+:17]([O-:19])=[O:18])[CH:13]=[CH:14][CH:15]=2)[N:10]=[CH:9][N:8]=1. Product: [CH2:4]([O:5][C:7]1[C:16]2[C:11](=[C:12]([N+:17]([O-:19])=[O:18])[CH:13]=[CH:14][CH:15]=2)[N:10]=[CH:9][N:8]=1)[CH3:3]. The catalyst class is: 1.